From a dataset of CYP2C19 inhibition data for predicting drug metabolism from PubChem BioAssay. Regression/Classification. Given a drug SMILES string, predict its absorption, distribution, metabolism, or excretion properties. Task type varies by dataset: regression for continuous measurements (e.g., permeability, clearance, half-life) or binary classification for categorical outcomes (e.g., BBB penetration, CYP inhibition). Dataset: cyp2c19_veith. (1) The drug is COc1ccc(C=C(C#N)C#N)cc1. The result is 0 (non-inhibitor). (2) The molecule is Cn1cnc2c(NC3CCCC3)ncnc21. The result is 0 (non-inhibitor). (3) The drug is CCn1c2ccc(Cl)cc2c2nc3ccccc3nc21. The result is 1 (inhibitor).